The task is: Regression. Given two drug SMILES strings and cell line genomic features, predict the synergy score measuring deviation from expected non-interaction effect.. This data is from NCI-60 drug combinations with 297,098 pairs across 59 cell lines. (1) Drug 1: CS(=O)(=O)C1=CC(=C(C=C1)C(=O)NC2=CC(=C(C=C2)Cl)C3=CC=CC=N3)Cl. Drug 2: C1=CN(C(=O)N=C1N)C2C(C(C(O2)CO)O)O.Cl. Cell line: SNB-19. Synergy scores: CSS=17.8, Synergy_ZIP=-5.40, Synergy_Bliss=-0.349, Synergy_Loewe=-20.8, Synergy_HSA=-0.708. (2) Drug 1: CN(CC1=CN=C2C(=N1)C(=NC(=N2)N)N)C3=CC=C(C=C3)C(=O)NC(CCC(=O)O)C(=O)O. Drug 2: CN(C(=O)NC(C=O)C(C(C(CO)O)O)O)N=O. Cell line: MDA-MB-231. Synergy scores: CSS=-0.406, Synergy_ZIP=-0.375, Synergy_Bliss=-2.57, Synergy_Loewe=-5.47, Synergy_HSA=-5.68.